This data is from Full USPTO retrosynthesis dataset with 1.9M reactions from patents (1976-2016). The task is: Predict the reactants needed to synthesize the given product. Given the product [Cl:31][C:28]1[CH:29]=[CH:30][C:25]([C:23]2[S:24][C:20]3[C:18](=[O:19])[N:17]([C:5]4[CH:6]=[CH:7][C:8]([O:9][CH2:10][CH2:11][N:12]5[CH2:13][CH2:14][CH2:15][CH2:16]5)=[C:3]([O:2][CH3:1])[CH:4]=4)[CH:33]=[CH:32][C:21]=3[N:22]=2)=[CH:26][CH:27]=1, predict the reactants needed to synthesize it. The reactants are: [CH3:1][O:2][C:3]1[CH:4]=[C:5]([NH:17][C:18]([C:20]2[S:24][C:23]([C:25]3[CH:30]=[CH:29][C:28]([Cl:31])=[CH:27][CH:26]=3)=[N:22][C:21]=2[CH2:32][CH2:33]O)=[O:19])[CH:6]=[CH:7][C:8]=1[O:9][CH2:10][CH2:11][N:12]1[CH2:16][CH2:15][CH2:14][CH2:13]1.CC(OI1(OC(C)=O)(OC(C)=O)OC(=O)C2C=CC=CC1=2)=O.